This data is from Forward reaction prediction with 1.9M reactions from USPTO patents (1976-2016). The task is: Predict the product of the given reaction. (1) Given the reactants CS(O[CH2:6][C:7]1([C:21]2[CH:26]=[CH:25][CH:24]=[C:23]([O:27][CH3:28])[CH:22]=2)[CH2:12][CH2:11][N:10]([C:13]2[CH:18]=[CH:17][CH:16]=[CH:15][C:14]=2[O:19][CH3:20])[CH2:9][CH2:8]1)(=O)=O.[CH3:29][S-:30].[Na+].[Cl-].[NH4+], predict the reaction product. The product is: [CH3:20][O:19][C:14]1[CH:15]=[CH:16][CH:17]=[CH:18][C:13]=1[N:10]1[CH2:9][CH2:8][C:7]([C:21]2[CH:26]=[CH:25][CH:24]=[C:23]([O:27][CH3:28])[CH:22]=2)([CH2:6][S:30][CH3:29])[CH2:12][CH2:11]1. (2) Given the reactants [Cr](O[Cr]([O-])(=O)=O)([O-])(=O)=[O:2].[NH+]1C=CC=CC=1.[NH+]1C=CC=CC=1.[F:22][C:23]1[C:24]([O:41][CH3:42])=[C:25]([CH:39]=[O:40])[CH:26]=[C:27]([C:29]2[CH:34]=[CH:33][C:32]([C:35]([F:38])([F:37])[F:36])=[CH:31][CH:30]=2)[CH:28]=1, predict the reaction product. The product is: [F:22][C:23]1[C:24]([O:41][CH3:42])=[C:25]([C:39]([OH:2])=[O:40])[CH:26]=[C:27]([C:29]2[CH:34]=[CH:33][C:32]([C:35]([F:38])([F:37])[F:36])=[CH:31][CH:30]=2)[CH:28]=1. (3) Given the reactants [NH2:1][C:2]1[CH:3]=[C:4]([CH:29]=[CH:30][CH:31]=1)[O:5][C:6]1[C:7]2[S:28][CH:27]=[CH:26][C:8]=2[N:9]=[C:10]([NH:12][C:13]2[CH:18]=[CH:17][C:16]([N:19]3[CH2:24][CH2:23][N:22]([CH3:25])[CH2:21][CH2:20]3)=[CH:15][CH:14]=2)[N:11]=1.[Cl:32]/[CH:33]=[CH:34]\[C:35](O)=[O:36].Cl.CN(C)CCCN=C=NCC.C(Cl)(Cl)Cl, predict the reaction product. The product is: [Cl:32]/[CH:33]=[CH:34]\[C:35]([NH:1][C:2]1[CH:31]=[CH:30][CH:29]=[C:4]([O:5][C:6]2[C:7]3[S:28][CH:27]=[CH:26][C:8]=3[N:9]=[C:10]([NH:12][C:13]3[CH:14]=[CH:15][C:16]([N:19]4[CH2:20][CH2:21][N:22]([CH3:25])[CH2:23][CH2:24]4)=[CH:17][CH:18]=3)[N:11]=2)[CH:3]=1)=[O:36]. (4) Given the reactants Br.[NH2:2][C:3]1[C:8]([CH2:9][OH:10])=[CH:7][C:6]([Br:11])=[CH:5][N:4]=1.[H-].[Na+].I[CH2:15][CH3:16], predict the reaction product. The product is: [Br:11][C:6]1[CH:7]=[C:8]([CH2:9][O:10][CH2:15][CH3:16])[C:3]([NH2:2])=[N:4][CH:5]=1. (5) Given the reactants Cl.[C:2]([NH2:5])(=[NH:4])[CH3:3].[OH-].[Na+].[N:8]1[CH:13]=[CH:12][C:11]([C:14](=O)[CH2:15][C:16](OCC)=[O:17])=[N:10][CH:9]=1, predict the reaction product. The product is: [CH3:3][C:2]1[NH:4][C:16](=[O:17])[CH:15]=[C:14]([C:11]2[CH:12]=[CH:13][N:8]=[CH:9][N:10]=2)[N:5]=1. (6) Given the reactants [N-:1]=[N+:2]=[N-:3].[Na+].[C:5]1([CH:11]2[N:16]([S:17]([C:20]3[CH:25]=[CH:24][C:23]([CH3:26])=[CH:22][CH:21]=3)(=[O:19])=[O:18])[CH2:15][CH:14]3[C:12]2([C:27](Cl)=[O:28])[CH2:13]3)[CH:10]=[CH:9][CH:8]=[CH:7][CH:6]=1, predict the reaction product. The product is: [C:5]1([CH:11]2[N:16]([S:17]([C:20]3[CH:21]=[CH:22][C:23]([CH3:26])=[CH:24][CH:25]=3)(=[O:18])=[O:19])[CH2:15][CH:14]3[C:12]2([C:27]([N:1]=[N+:2]=[N-:3])=[O:28])[CH2:13]3)[CH:6]=[CH:7][CH:8]=[CH:9][CH:10]=1. (7) Given the reactants [Cl:1][C:2]1[CH:3]=[C:4]2[C:10]([I:11])=[CH:9][NH:8][C:5]2=[N:6][CH:7]=1.[C:12]1([S:18](Cl)(=[O:20])=[O:19])[CH:17]=[CH:16][CH:15]=[CH:14][CH:13]=1, predict the reaction product. The product is: [C:12]1([S:18]([N:8]2[C:5]3=[N:6][CH:7]=[C:2]([Cl:1])[CH:3]=[C:4]3[C:10]([I:11])=[CH:9]2)(=[O:20])=[O:19])[CH:17]=[CH:16][CH:15]=[CH:14][CH:13]=1.